This data is from Catalyst prediction with 721,799 reactions and 888 catalyst types from USPTO. The task is: Predict which catalyst facilitates the given reaction. (1) Reactant: [CH3:1][O:2][C:3]1[CH:4]=[C:5]([CH:8]=[C:9]([O:11][CH3:12])[CH:10]=1)[CH2:6][OH:7].[Si:13](Cl)([C:26]([CH3:29])([CH3:28])[CH3:27])([C:20]1[CH:25]=[CH:24][CH:23]=[CH:22][CH:21]=1)[C:14]1[CH:19]=[CH:18][CH:17]=[CH:16][CH:15]=1.N1C=CN=C1. Product: [Si:13]([O:7][CH2:6][C:5]1[CH:8]=[C:9]([O:11][CH3:12])[CH:10]=[C:3]([O:2][CH3:1])[CH:4]=1)([C:26]([CH3:29])([CH3:28])[CH3:27])([C:20]1[CH:21]=[CH:22][CH:23]=[CH:24][CH:25]=1)[C:14]1[CH:19]=[CH:18][CH:17]=[CH:16][CH:15]=1. The catalyst class is: 3. (2) Reactant: [Cr](Cl)([O-])(=O)=O.[NH+]1[CH:11]=[CH:10][CH:9]=[CH:8][CH:7]=1.C(Cl)Cl. Product: [CH:7]1[C:11]2[C:11](=[CH:7][CH:8]=[CH:9][CH:10]=2)[CH:10]=[CH:9][CH:8]=1. The catalyst class is: 28. (3) Reactant: [CH3:1][C:2]1[O:3][C:4]([C:8]([OH:10])=O)=[C:5]([CH3:7])[N:6]=1.O1CCCC1.C(Cl)(=O)C(Cl)=O.[NH2:22][C:23]1[CH:24]=[C:25]([CH:42]=[CH:43][C:44]=1[CH3:45])[O:26][C:27]1[CH:28]=[CH:29][C:30]2[N:31]([CH:33]=[C:34]([NH:36][C:37]([CH:39]3[CH2:41][CH2:40]3)=[O:38])[N:35]=2)[N:32]=1. Product: [CH:39]1([C:37]([NH:36][C:34]2[N:35]=[C:30]3[CH:29]=[CH:28][C:27]([O:26][C:25]4[CH:42]=[CH:43][C:44]([CH3:45])=[C:23]([NH:22][C:8]([C:4]5[O:3][C:2]([CH3:1])=[N:6][C:5]=5[CH3:7])=[O:10])[CH:24]=4)=[N:32][N:31]3[CH:33]=2)=[O:38])[CH2:40][CH2:41]1. The catalyst class is: 402. (4) Reactant: [CH3:1][C@@H:2]1[O:6][C:5](=[O:7])[N:4]([CH2:8][CH2:9][S:10][C:11]2[S:12][CH:13]=[C:14]([C:16]([O:18][CH2:19][CH2:20][CH2:21][CH3:22])=[O:17])[N:15]=2)[C@H:3]1/[CH:23]=[CH:24]/[CH2:25][C:26]([CH3:37])([O:32][Si](C)(C)C)[CH2:27][CH2:28][CH2:29][CH2:30][CH3:31].Cl.C(OCC)(=O)C.C(=O)(O)[O-].[Na+]. Product: [OH:32][C:26]([CH3:37])([CH2:27][CH2:28][CH2:29][CH2:30][CH3:31])[CH2:25]/[CH:24]=[CH:23]/[C@H:3]1[C@H:2]([CH3:1])[O:6][C:5](=[O:7])[N:4]1[CH2:8][CH2:9][S:10][C:11]1[S:12][CH:13]=[C:14]([C:16]([O:18][CH2:19][CH2:20][CH2:21][CH3:22])=[O:17])[N:15]=1. The catalyst class is: 13. (5) Reactant: C[O:2][C:3]([C:5]1[CH:6]=[C:7]([C:14]2[CH:19]=[C:18]([O:20][CH3:21])[CH:17]=[CH:16][C:15]=2[F:22])[C:8]([CH:11]2[CH2:13][CH2:12]2)=[CH:9][CH:10]=1)=O.[H-].[Al+3].[Li+].[H-].[H-].[H-]. Product: [CH:11]1([C:8]2[C:7]([C:14]3[CH:19]=[C:18]([O:20][CH3:21])[CH:17]=[CH:16][C:15]=3[F:22])=[CH:6][C:5]([CH2:3][OH:2])=[CH:10][CH:9]=2)[CH2:12][CH2:13]1. The catalyst class is: 1. (6) Reactant: Br[C@@H:2]1[C@@H:7]([OH:8])[CH2:6][C@H:5]2[C@@H:9]3[C@H:18]([CH2:19][CH2:20][C@:3]12[CH3:4])[C:17]1[CH:16]=[CH:15][C:14]([O:21][CH3:22])=[CH:13][C:12]=1[CH2:11][CH2:10]3.C([SnH](CCCC)CCCC)CCC.N(C(C)(C)C#N)=NC(C)(C)C#N. Product: [CH3:22][O:21][C:14]1[CH:15]=[CH:16][C:17]2[C@@H:18]3[C@@H:9]([C@H:5]4[C@@:3]([CH2:20][CH2:19]3)([CH3:4])[CH2:2][C@@H:7]([OH:8])[CH2:6]4)[CH2:10][CH2:11][C:12]=2[CH:13]=1. The catalyst class is: 7. (7) Reactant: [C:1]([NH:4][NH2:5])(=[O:3])[CH3:2].Br[C:7]1[CH:14]=[CH:13][CH:12]=[CH:11][C:8]=1[CH2:9]Br. Product: [CH2:9]([NH:5][NH:4][C:1](=[O:3])[CH3:2])[C:8]1[CH:11]=[CH:12][CH:13]=[CH:14][CH:7]=1. The catalyst class is: 8.